The task is: Regression. Given a peptide amino acid sequence and an MHC pseudo amino acid sequence, predict their binding affinity value. This is MHC class I binding data.. This data is from Peptide-MHC class I binding affinity with 185,985 pairs from IEDB/IMGT. (1) The peptide sequence is ELQENITAH. The MHC is HLA-A80:01 with pseudo-sequence HLA-A80:01. The binding affinity (normalized) is 0.0847. (2) The peptide sequence is KCCNLFEKF. The MHC is HLA-A30:02 with pseudo-sequence HLA-A30:02. The binding affinity (normalized) is 0. (3) The MHC is HLA-B07:02 with pseudo-sequence HLA-B07:02. The peptide sequence is YPSGQGSF. The binding affinity (normalized) is 0.139. (4) The MHC is HLA-A02:03 with pseudo-sequence HLA-A02:03. The binding affinity (normalized) is 0.539. The peptide sequence is CALVSDCAST. (5) The peptide sequence is STRHPSKLR. The MHC is HLA-A33:01 with pseudo-sequence HLA-A33:01. The binding affinity (normalized) is 0.491. (6) The binding affinity (normalized) is 0. The MHC is HLA-A24:02 with pseudo-sequence HLA-A24:02. The peptide sequence is YVFPVIFSK. (7) The peptide sequence is DEMVCKWLL. The MHC is HLA-B40:01 with pseudo-sequence HLA-B40:01. The binding affinity (normalized) is 0.449.